From a dataset of Ames mutagenicity test results for genotoxicity prediction. Regression/Classification. Given a drug SMILES string, predict its toxicity properties. Task type varies by dataset: regression for continuous values (e.g., LD50, hERG inhibition percentage) or binary classification for toxic/non-toxic outcomes (e.g., AMES mutagenicity, cardiotoxicity, hepatotoxicity). Dataset: ames. (1) The drug is c1ccc2cc3ccccc3cc2c1. The result is 1 (mutagenic). (2) The drug is ClCBr. The result is 1 (mutagenic). (3) The molecule is Cc1ccc([N+](=O)[O-])cc1C(=O)O. The result is 1 (mutagenic). (4) The compound is COc1cc(O)c2c(=O)c3c(OC)cc4c(c3oc2c1OC)C1CCOC1O4. The result is 0 (non-mutagenic). (5) The molecule is CC1C(=O)CC2(C(C)C)CC12. The result is 0 (non-mutagenic). (6) The drug is CC(=O)N(O)c1ccc2ccccc2c1. The result is 1 (mutagenic). (7) The molecule is C1=COc2c(c3cc4ccccc4cc3c3ccccc23)C=C1. The result is 1 (mutagenic). (8) The drug is Cc1[nH]c2c(c3nc4ccccc4c1-3)C(=O)C(N1CC1)=CC2=O. The result is 1 (mutagenic).